This data is from Catalyst prediction with 721,799 reactions and 888 catalyst types from USPTO. The task is: Predict which catalyst facilitates the given reaction. (1) Reactant: [F:1][C:2]1[CH:7]=[CH:6][C:5]([N+:8]([O-])=O)=[C:4]([N:11]2[CH:15]=[C:14]([CH3:16])[N:13]=[C:12]2[CH2:17][CH2:18][CH3:19])[CH:3]=1. Product: [NH2:8][C:5]1[CH:6]=[CH:7][C:2]([F:1])=[CH:3][C:4]=1[N:11]1[CH:15]=[C:14]([CH3:16])[N:13]=[C:12]1[CH2:17][CH2:18][CH3:19]. The catalyst class is: 63. (2) Reactant: [NH:1]1[C:9]2[C:4](=[CH:5][CH:6]=[CH:7][CH:8]=2)[CH2:3][CH2:2]1.[Br-:10].[Br-:11].[Br-].[NH+]1C=CC=CC=1.[NH+]1C=CC=CC=1.[NH+]1C=CC=CC=1. Product: [Br:10][C:6]1[CH:5]=[C:4]2[C:9](=[C:8]([Br:11])[CH:7]=1)[NH:1][CH2:2][CH2:3]2. The catalyst class is: 4.